Dataset: Peptide-MHC class I binding affinity with 185,985 pairs from IEDB/IMGT. Task: Regression. Given a peptide amino acid sequence and an MHC pseudo amino acid sequence, predict their binding affinity value. This is MHC class I binding data. (1) The peptide sequence is NLTEEMAAL. The MHC is HLA-A02:16 with pseudo-sequence HLA-A02:16. The binding affinity (normalized) is 0.0847. (2) The peptide sequence is LPTALAFHL. The MHC is HLA-B51:01 with pseudo-sequence HLA-B51:01. The binding affinity (normalized) is 0.329. (3) The peptide sequence is SDLKYSWKTW. The MHC is HLA-B44:02 with pseudo-sequence HLA-B44:02. The binding affinity (normalized) is 0.360. (4) The peptide sequence is QEDKILKVGKF. The MHC is Mamu-A11 with pseudo-sequence Mamu-A11. The binding affinity (normalized) is 0.